From a dataset of Forward reaction prediction with 1.9M reactions from USPTO patents (1976-2016). Predict the product of the given reaction. (1) The product is: [S:44](=[O:46])(=[O:45])([O:41][CH2:40][CH2:39][N:34]1[CH:33]=[C:32]2[C:36]([CH2:37][CH2:38][C:30]3[C:29]4[C:24]([NH:23][C:10]5[CH:11]=[CH:12][C:13]([O:14][CH2:15][C:16]6[CH:21]=[CH:20][CH:19]=[C:18]([F:22])[CH:17]=6)=[C:8]([Cl:7])[CH:9]=5)=[N:25][CH:26]=[N:27][C:28]=4[S:42][C:31]=32)=[N:35]1)[NH2:47]. Given the reactants CC(N(C)C)=O.[Cl:7][C:8]1[CH:9]=[C:10]([NH:23][C:24]2[C:29]3[C:30]4[CH2:38][CH2:37][C:36]5[C:32](=[CH:33][N:34]([CH2:39][CH2:40][OH:41])[N:35]=5)[C:31]=4[S:42][C:28]=3[N:27]=[CH:26][N:25]=2)[CH:11]=[CH:12][C:13]=1[O:14][CH2:15][C:16]1[CH:21]=[CH:20][CH:19]=[C:18]([F:22])[CH:17]=1.Cl[S:44]([NH2:47])(=[O:46])=[O:45], predict the reaction product. (2) Given the reactants C(C1C=CC=CC=1N[C:11](=[O:20])[C:12]1[CH:17]=[CH:16][C:15]([O:18][CH3:19])=[CH:14][CH:13]=1)(=O)C.[CH3:21][C:22](C)([O-:24])[CH3:23].[K+].[NH4+:27].[Cl-], predict the reaction product. The product is: [NH2:27][C:16]1[CH:17]=[CH:12][CH:13]=[CH:14][C:21]=1[C:22](=[O:24])[CH2:23][C:11]([C:12]1[CH:13]=[CH:14][C:15]([O:18][CH3:19])=[CH:16][CH:17]=1)=[O:20]. (3) Given the reactants [NH2:1][C:2]([NH:4][C:5]1[C:6]([C:20]([NH2:22])=[O:21])=[N:7][N:8]([C:10]2[CH:15]=[CH:14][C:13]([Br:16])=[C:12]([O:17]CC)[CH:11]=2)[CH:9]=1)=[O:3].B(Br)(Br)Br, predict the reaction product. The product is: [NH2:1][C:2]([NH:4][C:5]1[C:6]([C:20]([NH2:22])=[O:21])=[N:7][N:8]([C:10]2[CH:15]=[CH:14][C:13]([Br:16])=[C:12]([OH:17])[CH:11]=2)[CH:9]=1)=[O:3]. (4) Given the reactants [CH3:1][O:2][C:3]1[C:12]2[NH:11][CH2:10][C@@H:9]3[CH2:13][N:14](C(OC(C)(C)C)=O)[CH2:15][C@@H:8]3[C:7]=2[CH:6]=[CH:5][CH:4]=1.FC(F)(F)C(O)=O, predict the reaction product. The product is: [CH3:1][O:2][C:3]1[C:12]2[NH:11][CH2:10][C@@H:9]3[CH2:13][NH:14][CH2:15][C@@H:8]3[C:7]=2[CH:6]=[CH:5][CH:4]=1. (5) The product is: [OH:1][CH2:2][CH:3]1[N:8]([C:25](=[O:26])[NH:24][C:21]2[CH:22]=[CH:23][C:18]([S:17][CH3:16])=[CH:19][CH:20]=2)[CH2:7][CH2:6][N:5]([C:9]([O:11][C:12]([CH3:15])([CH3:14])[CH3:13])=[O:10])[CH2:4]1. Given the reactants [OH:1][CH2:2][CH:3]1[NH:8][CH2:7][CH2:6][N:5]([C:9]([O:11][C:12]([CH3:15])([CH3:14])[CH3:13])=[O:10])[CH2:4]1.[CH3:16][S:17][C:18]1[CH:23]=[CH:22][C:21]([N:24]=[C:25]=[O:26])=[CH:20][CH:19]=1, predict the reaction product. (6) Given the reactants [Br:1][CH2:2][CH2:3][CH2:4][C:5]([OH:7])=[O:6].BrCCCCCC(O[C:17]([CH3:20])([CH3:19])[CH3:18])=O, predict the reaction product. The product is: [Br:1][CH2:2][CH2:3][CH2:4][C:5]([O:7][C:17]([CH3:20])([CH3:19])[CH3:18])=[O:6]. (7) The product is: [OH:11][N:10]=[C:1]([Cl:19])/[CH:2]=[CH:3]\[C:4]1[CH:5]=[CH:6][CH:7]=[CH:8][CH:9]=1. Given the reactants [CH:1](=[N:10][OH:11])[CH:2]=[CH:3][C:4]1[CH:9]=[CH:8][CH:7]=[CH:6][CH:5]=1.C1C(=O)N([Cl:19])C(=O)C1, predict the reaction product.